This data is from Full USPTO retrosynthesis dataset with 1.9M reactions from patents (1976-2016). The task is: Predict the reactants needed to synthesize the given product. (1) Given the product [Cl:1][C:2]1[N:6]2[CH:7]=[C:8]([C:15]3[CH:19]=[CH:18][O:17][CH:16]=3)[CH:9]=[C:10]([C:11]([F:12])([F:13])[F:14])[C:5]2=[N:4][C:3]=1[C:20]([N:33]1[CH2:32][CH2:31][CH:30]([N:26]2[C:25](=[O:36])[C@@H:24]([CH3:23])[O:28][C:27]2=[O:29])[CH2:35][CH2:34]1)=[O:22], predict the reactants needed to synthesize it. The reactants are: [Cl:1][C:2]1[N:6]2[CH:7]=[C:8]([C:15]3[CH:19]=[CH:18][O:17][CH:16]=3)[CH:9]=[C:10]([C:11]([F:14])([F:13])[F:12])[C:5]2=[N:4][C:3]=1[C:20]([OH:22])=O.[CH3:23][C@H:24]1[O:28][C:27](=[O:29])[N:26]([CH:30]2[CH2:35][CH2:34][NH:33][CH2:32][CH2:31]2)[C:25]1=[O:36].C(N(CC)C(C)C)(C)C.CN(C(ON1N=NC2C=CC=NC1=2)=[N+](C)C)C.F[P-](F)(F)(F)(F)F. (2) Given the product [CH3:1][C:2]([CH3:15])([CH3:14])[CH2:3][CH2:4][N:5]1[CH2:6][CH:7]2[CH:9]([CH:8]2[CH2:11][NH2:13])[CH2:10]1, predict the reactants needed to synthesize it. The reactants are: [CH3:1][C:2]([CH3:15])([CH3:14])[CH2:3][CH2:4][N:5]1[CH2:10][CH:9]2[CH:7]([CH:8]2[C:11]([NH2:13])=O)[CH2:6]1.[H-].[Al+3].[Li+].[H-].[H-].[H-].CO.O.S([O-])([O-])(=O)=O.[Na+].[Na+]. (3) Given the product [OH:6][C@:7]12[CH2:21][C@@H:20]([CH3:22])[CH2:19][C:18](=[O:23])[C@H:17]1[CH2:16][CH2:15][CH2:14][CH2:13][CH2:12][CH2:11][CH2:10][CH2:9][CH2:8]2.[OH:40][C@@:38]12[CH2:39][C@H:25]([CH3:24])[CH2:26][C:27](=[O:45])[C@@H:28]1[CH2:29][CH2:30][CH2:31][CH2:32][CH2:33][CH2:34][CH2:35][CH2:36][CH2:37]2, predict the reactants needed to synthesize it. The reactants are: C(OC([O:6][C:7]12[CH2:21][CH:20]([CH3:22])[CH2:19][C:18](=[O:23])[CH:17]1[CH2:16][CH2:15][CH2:14][CH2:13][CH2:12][CH2:11][CH2:10][CH2:9][CH2:8]2)C)C.[CH3:24][CH:25]1[CH2:39][C:38]2([O:40][Si](C)(C)C)[CH:28]([CH2:29][CH2:30][CH2:31][CH2:32][CH2:33][CH2:34][CH2:35][CH2:36][CH2:37]2)[C:27](=[O:45])[CH2:26]1.C(OC(OC12CC(C)CC(=O)C1CCCCCCCCC2)C)CCC.Cl. (4) Given the product [C:6]([N:5]([CH3:16])[CH:4]([CH:17]1[CH2:19][CH2:18]1)[C:3]([OH:20])=[O:2])([O:8][CH2:9][C:10]1[CH:15]=[CH:14][CH:13]=[CH:12][CH:11]=1)=[O:7], predict the reactants needed to synthesize it. The reactants are: C[O:2][C:3](=[O:20])[CH:4]([CH:17]1[CH2:19][CH2:18]1)[N:5]([CH3:16])[C:6]([O:8][CH2:9][C:10]1[CH:15]=[CH:14][CH:13]=[CH:12][CH:11]=1)=[O:7].[OH-].[Na+]. (5) Given the product [CH3:1][O:2][C:3](=[O:29])/[CH:4]=[CH:5]/[C:6]1[CH:7]=[C:8]2[C:25](=[CH:26][CH:27]=1)[O:24][C:11]1([CH2:12][CH2:13][N:14]([CH2:17][CH2:32][C:33]3[CH:38]=[CH:37][CH:36]=[CH:35][C:34]=3[F:39])[CH2:15][CH2:16]1)[CH2:10][C:9]2=[O:28], predict the reactants needed to synthesize it. The reactants are: [CH3:1][O:2][C:3](=[O:29])/[CH:4]=[CH:5]/[C:6]1[CH:7]=[C:8]2[C:25](=[CH:26][CH:27]=1)[O:24][C:11]1([CH2:16][CH2:15][N:14]([C:17](OC(C)(C)C)=O)[CH2:13][CH2:12]1)[CH2:10][C:9]2=[O:28].BrC[CH2:32][C:33]1[CH:38]=[CH:37][CH:36]=[CH:35][C:34]=1[F:39]. (6) Given the product [NH2:11][C:9]1[N:8]=[CH:7][N:6]=[C:5]2[N:4]([C@@H:17]3[CH2:18][CH2:13][CH2:14][N:15]([C:19]([O:21][C:22]([CH3:25])([CH3:24])[CH3:23])=[O:20])[CH2:16]3)[N:3]=[C:2]([I:1])[C:10]=12, predict the reactants needed to synthesize it. The reactants are: [I:1][C:2]1[C:10]2[C:5](=[N:6][CH:7]=[N:8][C:9]=2[NH2:11])[NH:4][N:3]=1.O[C@H:13]1[CH2:18][CH2:17][CH2:16][N:15]([C:19]([O:21][C:22]([CH3:25])([CH3:24])[CH3:23])=[O:20])[CH2:14]1.C1(P(C2C=CC=CC=2)C2C=CC=CC=2)C=CC=CC=1.O1CCCC1.N(C(OC(C)C)=O)=NC(OC(C)C)=O. (7) Given the product [Cl:19][C:16]1[CH:17]=[CH:18][C:11]2[CH2:10][CH2:9][NH:8][CH2:14][CH2:13][C:12]=2[C:15]=1[CH2:20][S:21][C:22]1[S:26][C:25]([NH:27][CH2:28][CH:29]2[CH2:31][CH2:30]2)=[N:24][CH:23]=1, predict the reactants needed to synthesize it. The reactants are: C(OC([N:8]1[CH2:14][CH2:13][C:12]2[C:15]([CH2:20][S:21][C:22]3[S:26][C:25]([NH:27][CH2:28][CH:29]4[CH2:31][CH2:30]4)=[N:24][CH:23]=3)=[C:16]([Cl:19])[CH:17]=[CH:18][C:11]=2[CH2:10][CH2:9]1)=O)(C)(C)C.FC(F)(F)C(O)=O.